Task: Regression. Given a peptide amino acid sequence and an MHC pseudo amino acid sequence, predict their binding affinity value. This is MHC class II binding data.. Dataset: Peptide-MHC class II binding affinity with 134,281 pairs from IEDB (1) The peptide sequence is VFRLKGGAPIKGVTF. The binding affinity (normalized) is 0.561. The MHC is DRB1_0301 with pseudo-sequence DRB1_0301. (2) The peptide sequence is APQLPDDLMIRVIAQ. The MHC is HLA-DQA10401-DQB10402 with pseudo-sequence HLA-DQA10401-DQB10402. The binding affinity (normalized) is 0.489. (3) The peptide sequence is GELQIVDKIHAAFKI. The MHC is DRB3_0202 with pseudo-sequence DRB3_0202. The binding affinity (normalized) is 0.419. (4) The peptide sequence is GCWGQVTLTVTVTAATLL. The MHC is DRB1_0401 with pseudo-sequence DRB1_0401. The binding affinity (normalized) is 0.118. (5) The peptide sequence is GFLQIVDKIDAAFKI. The MHC is DRB3_0202 with pseudo-sequence DRB3_0202. The binding affinity (normalized) is 0.314. (6) The peptide sequence is VIPEWCCRSCTMPPV. The MHC is DRB1_0301 with pseudo-sequence DRB1_0301. The binding affinity (normalized) is 0.395.